From a dataset of Catalyst prediction with 721,799 reactions and 888 catalyst types from USPTO. Predict which catalyst facilitates the given reaction. Reactant: Cl[S:2]([C:5]1[CH:13]=[CH:12][C:8]([C:9]([OH:11])=[O:10])=[CH:7][CH:6]=1)(=[O:4])=[O:3].[NH2:14][C:15]1[CH:16]=[C:17]([C:21]2[C:30]3[C:25](=[C:26]([C:31]([F:34])([F:33])[F:32])[CH:27]=[CH:28][CH:29]=3)[N:24]=[CH:23][C:22]=2[C:35]([C:37]2[CH:42]=[CH:41][CH:40]=[CH:39][CH:38]=2)=[O:36])[CH:18]=[CH:19][CH:20]=1.C(N(CC)CC)C. Product: [C:35]([C:22]1[CH:23]=[N:24][C:25]2[C:30]([C:21]=1[C:17]1[CH:16]=[C:15]([NH:14][S:2]([C:5]3[CH:13]=[CH:12][C:8]([C:9]([OH:11])=[O:10])=[CH:7][CH:6]=3)(=[O:4])=[O:3])[CH:20]=[CH:19][CH:18]=1)=[CH:29][CH:28]=[CH:27][C:26]=2[C:31]([F:34])([F:32])[F:33])(=[O:36])[C:37]1[CH:38]=[CH:39][CH:40]=[CH:41][CH:42]=1. The catalyst class is: 56.